This data is from Catalyst prediction with 721,799 reactions and 888 catalyst types from USPTO. The task is: Predict which catalyst facilitates the given reaction. (1) Reactant: C(N(C(C)C)C(C)C)C.O.ON1C2C=CC=CC=2N=N1.Cl.CN(C)CCCN=C=NCC.Cl.[CH2:34]([CH:36]1[C:41]2[CH:42]=[CH:43][S:44][C:40]=2[CH2:39][CH2:38][NH:37]1)[CH3:35].[CH3:45][O:46][C:47]1[CH:52]=[C:51]([CH3:53])[C:50]([S:54]([N:57]2[CH2:62][CH2:61][CH2:60][CH2:59][CH:58]2[CH2:63][CH2:64][CH2:65][C:66](O)=[O:67])(=[O:56])=[O:55])=[C:49]([CH3:69])[CH:48]=1. The catalyst class is: 389. Product: [CH2:34]([CH:36]1[C:41]2[CH:42]=[CH:43][S:44][C:40]=2[CH2:39][CH2:38][N:37]1[C:66](=[O:67])[CH2:65][CH2:64][CH2:63][CH:58]1[CH2:59][CH2:60][CH2:61][CH2:62][N:57]1[S:54]([C:50]1[C:51]([CH3:53])=[CH:52][C:47]([O:46][CH3:45])=[CH:48][C:49]=1[CH3:69])(=[O:56])=[O:55])[CH3:35]. (2) Reactant: [Cl:1][C:2]1[CH:3]=[N:4][CH:5]=[C:6]([CH:10]=1)[C:7]([OH:9])=[O:8].S(Cl)(Cl)=O.[CH3:15]O. Product: [CH3:15][O:8][C:7](=[O:9])[C:6]1[CH:10]=[C:2]([Cl:1])[CH:3]=[N:4][CH:5]=1. The catalyst class is: 389. (3) Reactant: C([CH:3]([CH2:7][C:8](Cl)=[O:9])[C:4](Cl)=[O:5])C.[NH2:11][C:12]1[CH:22]=[CH:21][C:20]([O:23][C:24]([F:27])([F:26])[F:25])=[CH:19][C:13]=1[C:14]([O:16][CH2:17][CH3:18])=[O:15].[OH2:28].N1[CH:34]=[CH:33]C=CC=1. Product: [CH2:33]([O:28][C:8](=[O:9])[CH2:7][CH2:3][C:4]([NH:11][C:12]1[CH:22]=[CH:21][C:20]([O:23][C:24]([F:25])([F:26])[F:27])=[CH:19][C:13]=1[C:14]([O:16][CH2:17][CH3:18])=[O:15])=[O:5])[CH3:34]. The catalyst class is: 1. (4) Reactant: [Mg].II.[CH2:4]([O:11][C:12]1[CH:17]=[CH:16][CH:15]=[C:14](Br)[CH:13]=1)[C:5]1[CH:10]=[CH:9][CH:8]=[CH:7][CH:6]=1.[C:19]1(=[O:24])[CH2:23][CH2:22][CH2:21][CH2:20]1.[Cl-].N. Product: [CH2:4]([O:11][C:12]1[CH:13]=[C:14]([C:19]2([OH:24])[CH2:23][CH2:22][CH2:21][CH2:20]2)[CH:15]=[CH:16][CH:17]=1)[C:5]1[CH:10]=[CH:9][CH:8]=[CH:7][CH:6]=1. The catalyst class is: 27. (5) Product: [Br:31][CH2:9][CH2:8][CH2:7][N:1]1[CH2:6][CH2:5][O:4][CH2:3][CH2:2]1. The catalyst class is: 1. Reactant: [N:1]1([CH2:7][CH2:8][CH2:9]O)[CH2:6][CH2:5][O:4][CH2:3][CH2:2]1.C1(P(C2C=CC=CC=2)C2C=CC=CC=2)C=CC=CC=1.C(Br)(Br)(Br)[Br:31]. (6) Reactant: C(N[CH:5]([CH3:7])[CH3:6])(C)C.Br[CH:9]([CH2:15][CH3:16])[C:10]([O:12][CH2:13][CH3:14])=[O:11].[Cl-].[NH4+].CCCCCC.[C:25]([O:28][CH2:29][CH3:30])(=[O:27])C. Product: [CH2:29]([O:28][C:25](=[O:27])/[C:7](/[CH2:5][CH3:6])=[C:9](/[CH2:15][CH3:16])\[C:10]([O:12][CH2:13][CH3:14])=[O:11])[CH3:30]. The catalyst class is: 804. (7) Reactant: II.Br[C:4]1[CH:9]=[CH:8][C:7]([O:10][CH3:11])=[C:6]([CH3:12])[CH:5]=1.[Mg].[C:14]([O:18][C:19]([N:21]1[CH2:26][CH2:25][CH:24]([C:27](=[O:32])N(OC)C)[CH2:23][CH2:22]1)=[O:20])([CH3:17])([CH3:16])[CH3:15]. Product: [C:14]([O:18][C:19]([N:21]1[CH2:26][CH2:25][CH:24]([C:27](=[O:32])[C:4]2[CH:9]=[CH:8][C:7]([O:10][CH3:11])=[C:6]([CH3:12])[CH:5]=2)[CH2:23][CH2:22]1)=[O:20])([CH3:17])([CH3:16])[CH3:15]. The catalyst class is: 1. (8) Reactant: [C:1](#[N:3])C.[Br:4][C:5]1[CH:16]=[CH:15][C:8]2[NH:9][C:10](=O)[O:11][C:12](=O)[C:7]=2[CH:6]=1.C[NH:18]C(=N)SC.C(=O)([O-])[O-].[Na+].[Na+]. Product: [Br:4][C:5]1[CH:6]=[C:7]2[C:8](=[CH:15][CH:16]=1)[NH:9][C:10]([NH:3][CH3:1])=[N:18][C:12]2=[O:11]. The catalyst class is: 6.